Predict the product of the given reaction. From a dataset of Forward reaction prediction with 1.9M reactions from USPTO patents (1976-2016). (1) Given the reactants [Cl:1][CH2:2][C:3]1[CH:8]=[CH:7][C:6]([C:9]2[O:13][N:12]=[C:11]([CH2:14][CH:15]3[CH2:20][CH2:19][N:18]([CH:21]([CH2:24][CH3:25])[CH2:22][CH3:23])[CH2:17][CH2:16]3)[N:10]=2)=[CH:5][CH:4]=1.[C:26]1([C:32]2[CH2:33][CH2:34][NH:35][CH2:36][CH:37]=2)[CH:31]=[CH:30][CH:29]=[CH:28][CH:27]=1, predict the reaction product. The product is: [ClH:1].[ClH:1].[CH2:22]([CH:21]([N:18]1[CH2:19][CH2:20][CH:15]([CH2:14][C:11]2[N:10]=[C:9]([C:6]3[CH:7]=[CH:8][C:3]([CH2:2][N:35]4[CH2:34][CH:33]=[C:32]([C:26]5[CH:31]=[CH:30][CH:29]=[CH:28][CH:27]=5)[CH2:37][CH2:36]4)=[CH:4][CH:5]=3)[O:13][N:12]=2)[CH2:16][CH2:17]1)[CH2:24][CH3:25])[CH3:23]. (2) Given the reactants [C:1]([O:4][CH2:5][C@H:6]1[O:10][C@@H:9]([N:11]2[C:20]3[N:19]=[CH:18][N:17]=[C:15]([NH2:16])[C:14]=3[N:13]=[CH:12]2)[CH:8]=[CH:7]1)(=[O:3])[CH3:2].[H][H], predict the reaction product. The product is: [C:1]([O:4][CH2:5][C@H:6]1[O:10][C@@H:9]([N:11]2[C:20]3[N:19]=[CH:18][N:17]=[C:15]([NH2:16])[C:14]=3[N:13]=[CH:12]2)[CH2:8][CH2:7]1)(=[O:3])[CH3:2]. (3) Given the reactants [C:1]([C:5]1[CH:6]=[C:7]([NH:13][C:14]([NH:16][CH2:17][C:18]2[CH:23]=[CH:22][C:21]([C:24]3[N:28]4[CH:29]=[CH:30][C:31]([C:33]5[CH:38]=[CH:37][C:36]([S:39]([CH3:42])(=[O:41])=[O:40])=[CH:35][CH:34]=5)=[CH:32][C:27]4=[N:26][CH:25]=3)=[CH:20][CH:19]=2)=[O:15])[N:8]([CH2:10][CH2:11][OH:12])[N:9]=1)([CH3:4])([CH3:3])[CH3:2].C(N(CC)CC)C.[CH3:50][S:51](Cl)(=[O:53])=[O:52], predict the reaction product. The product is: [C:1]([C:5]1[CH:6]=[C:7]([NH:13][C:14]([NH:16][CH2:17][C:18]2[CH:19]=[CH:20][C:21]([C:24]3[N:28]4[CH:29]=[CH:30][C:31]([C:33]5[CH:34]=[CH:35][C:36]([S:39]([CH3:42])(=[O:40])=[O:41])=[CH:37][CH:38]=5)=[CH:32][C:27]4=[N:26][CH:25]=3)=[CH:22][CH:23]=2)=[O:15])[N:8]([CH2:10][CH2:11][O:12][S:51]([CH3:50])(=[O:53])=[O:52])[N:9]=1)([CH3:4])([CH3:2])[CH3:3].